From a dataset of Reaction yield outcomes from USPTO patents with 853,638 reactions. Predict the reaction yield, written as a fraction of the theoretical maximum amount of product (1.0 means a 100% yield; for example, 0.34 means a 34% yield). (1) The reactants are [CH2:1]1[S:6][CH2:5][CH2:4][CH2:3][CH2:2]1.[Br:7][CH2:8][C:9](=[O:12])[CH2:10][CH3:11]. The catalyst is CC(C)=O. The product is [Br-:7].[O:12]=[C:9]([CH2:10][CH3:11])[CH2:8][S+:6]1[CH2:5][CH2:4][CH2:3][CH2:2][CH2:1]1. The yield is 0.725. (2) The reactants are [S:1]1[C:5]2[CH:6]=[C:7]([NH2:10])[CH:8]=[CH:9][C:4]=2[N:3]=[CH:2]1.[Cl:11][CH2:12][C:13]([N:16]=[C:17]=[O:18])([CH3:15])[CH3:14].CO. The catalyst is C1(C)C=CC=CC=1.C(Cl)(Cl)Cl. The product is [S:1]1[C:5]2[CH:6]=[C:7]([NH:10][C:17]([NH:16][C:13]([CH3:15])([CH3:14])[CH2:12][Cl:11])=[O:18])[CH:8]=[CH:9][C:4]=2[N:3]=[CH:2]1. The yield is 0.166. (3) The reactants are [Cl:1][C:2]1[CH:3]=[C:4]2[C:9](=[CH:10][CH:11]=1)[NH:8][CH:7]([C:12]([F:15])([F:14])[F:13])[C:6]([C:16]([O:18][CH2:19][CH3:20])=[O:17])=[CH:5]2.[OH-].[Na+].S(OC)(O[CH3:27])(=O)=O.CCCCCC. The catalyst is [I-].C([N+](CCCC)(CCCC)CCCC)CCC.C(Cl)Cl. The product is [Cl:1][C:2]1[CH:3]=[C:4]2[C:9](=[CH:10][CH:11]=1)[N:8]([CH3:27])[CH:7]([C:12]([F:15])([F:14])[F:13])[C:6]([C:16]([O:18][CH2:19][CH3:20])=[O:17])=[CH:5]2. The yield is 0.900. (4) The reactants are [CH:1]([NH:4][C:5]1[C:10]([C:11](O)=[O:12])=[CH:9][N:8]=[C:7]([S:14][CH3:15])[N:6]=1)([CH3:3])[CH3:2].C1C=CC2N(O)N=[N:22]C=2C=1.C(Cl)CCl.[OH-].[NH4+]. The catalyst is C1COCC1.C(#N)C. The product is [CH:1]([NH:4][C:5]1[C:10]([C:11]([NH2:22])=[O:12])=[CH:9][N:8]=[C:7]([S:14][CH3:15])[N:6]=1)([CH3:3])[CH3:2]. The yield is 0.955.